The task is: Predict which catalyst facilitates the given reaction.. This data is from Catalyst prediction with 721,799 reactions and 888 catalyst types from USPTO. (1) The catalyst class is: 4. Reactant: [CH2:1]([O:3][C:4](=[O:35])[C:5]([CH3:34])([O:27][C:28]1[CH:33]=[CH:32][CH:31]=[CH:30][CH:29]=1)[CH2:6][C:7]1[CH:12]=[CH:11][C:10]([O:13][C:14]2[CH:19]=[C:18]([N:20]3[CH2:25][CH2:24][NH:23][CH2:22][CH2:21]3)[N:17]=[C:16]([NH2:26])[N:15]=2)=[CH:9][CH:8]=1)[CH3:2].[N:36]1[CH:41]=[CH:40][CH:39]=[CH:38][C:37]=1[CH:42]=O.C(O[BH-](OC(=O)C)OC(=O)C)(=O)C.[Na+].O. Product: [CH2:1]([O:3][C:4](=[O:35])[C:5]([CH3:34])([O:27][C:28]1[CH:33]=[CH:32][CH:31]=[CH:30][CH:29]=1)[CH2:6][C:7]1[CH:12]=[CH:11][C:10]([O:13][C:14]2[CH:19]=[C:18]([N:20]3[CH2:21][CH2:22][N:23]([CH2:42][C:37]4[CH:38]=[CH:39][CH:40]=[CH:41][N:36]=4)[CH2:24][CH2:25]3)[N:17]=[C:16]([NH2:26])[N:15]=2)=[CH:9][CH:8]=1)[CH3:2]. (2) Reactant: [CH3:1][N:2]([CH3:19])[C:3]1(N2C=CN=N2)[CH2:13][CH2:12][C:6]2([CH2:10][NH:9][C:8](=[O:11])[CH2:7]2)[CH2:5][CH2:4]1.[Cl:20][C:21]1[S:25][C:24]([Mg]Br)=[CH:23][CH:22]=1.[Cl-].[NH4+]. Product: [Cl:20][C:21]1[S:25][C:24]([C:3]2([N:2]([CH3:1])[CH3:19])[CH2:4][CH2:5][C:6]3([CH2:10][NH:9][C:8](=[O:11])[CH2:7]3)[CH2:12][CH2:13]2)=[CH:23][CH:22]=1. The catalyst class is: 7. (3) Reactant: [NH2:1][CH2:2][CH2:3][N:4]1[C:9](=[O:10])[CH:8]=[CH:7][C:6]([C:11]2[S:12][CH:13]=[C:14]([CH3:16])[CH:15]=2)=[N:5]1.Cl[C:18]1[CH:19]=[CH:20][N:21]=[C:22]2[C:27]=1[N:26]=[CH:25][C:24]([O:28][CH3:29])=[CH:23]2. Product: [CH3:29][O:28][C:24]1[CH:23]=[C:22]2[C:27]([C:18]([NH:1][CH2:2][CH2:3][N:4]3[C:9](=[O:10])[CH:8]=[CH:7][C:6]([C:11]4[S:12][CH:13]=[C:14]([CH3:16])[CH:15]=4)=[N:5]3)=[CH:19][CH:20]=[N:21]2)=[N:26][CH:25]=1. The catalyst class is: 41.